Dataset: Full USPTO retrosynthesis dataset with 1.9M reactions from patents (1976-2016). Task: Predict the reactants needed to synthesize the given product. (1) Given the product [C:7]([OH:24])(=[O:8])[CH3:16].[NH2:18][C:19]1[N:20]=[C:2]([NH:1][C:4]2[CH:5]=[CH:6][C:7]([O:8][CH2:9][CH2:10][N:11]3[CH2:12][CH2:13][CH2:14][CH2:15]3)=[CH:16][CH:17]=2)[S:3][C:28]=1[C:29]([C:31]1[CH:36]=[CH:35][CH:34]=[C:33]([F:37])[CH:32]=1)=[O:30], predict the reactants needed to synthesize it. The reactants are: [N:1]([C:4]1[CH:17]=[CH:16][C:7]([O:8][CH2:9][CH2:10][N:11]2[CH2:15][CH2:14][CH2:13][CH2:12]2)=[CH:6][CH:5]=1)=[C:2]=[S:3].[N:18]#[C:19][NH2:20].CC(C)([O-:24])C.[K+].Br[CH2:28][C:29]([C:31]1[CH:36]=[CH:35][CH:34]=[C:33]([F:37])[CH:32]=1)=[O:30]. (2) The reactants are: Cl.[I:2][C:3]1[CH:4]=[C:5]2[C:10]3=[C:11]([C:13](=[O:21])[C:14]([C:16]([O:18]CC)=[O:17])=[CH:15][N:9]3[N:8]([CH3:22])[CH2:7][C:6]2(C(OC(C)(C)C)=O)C(OC(C)(C)C)=O)[CH:12]=1. Given the product [I:2][C:3]1[CH:4]=[C:5]2[C:10]3=[C:11]([C:13](=[O:21])[C:14]([C:16]([OH:18])=[O:17])=[CH:15][N:9]3[N:8]([CH3:22])[CH2:7][CH2:6]2)[CH:12]=1, predict the reactants needed to synthesize it.